Dataset: Forward reaction prediction with 1.9M reactions from USPTO patents (1976-2016). Task: Predict the product of the given reaction. (1) Given the reactants [CH:1]([C:4]1[CH:9]=[CH:8][C:7]([C:10]2[C:19]3[C:14](=[CH:15][CH:16]=[C:17]([O:20][CH2:21][C:22]#[CH:23])[CH:18]=3)[N:13]=[C:12]([C:24]([OH:26])=[O:25])[N:11]=2)=[CH:6][CH:5]=1)([CH3:3])[CH3:2].[Cl-].C(N(C(C)C)C(C)C)C.[CH3:37][O:38][C:39]1[CH:40]=[C:41](O)[CH:42]=[CH:43][CH:44]=1.Cl, predict the reaction product. The product is: [CH3:37][O:38][C:39]1[CH:44]=[C:43]([O:25][C:24]([C:12]2[N:11]=[C:10]([C:7]3[CH:6]=[CH:5][C:4]([CH:1]([CH3:3])[CH3:2])=[CH:9][CH:8]=3)[C:19]3[C:14](=[CH:15][CH:16]=[C:17]([O:20][CH2:21][C:22]#[CH:23])[CH:18]=3)[N:13]=2)=[O:26])[CH:42]=[CH:41][CH:40]=1. (2) Given the reactants [NH2:1][C:2]1[CH:3]=[C:4]([SH:8])[CH:5]=[CH:6][CH:7]=1.[BH4-].I[C:11]1[CH:16]=[CH:15][C:14]([CH2:17][C:18]([O:20][CH2:21][CH3:22])=[O:19])=[CH:13][CH:12]=1, predict the reaction product. The product is: [NH2:1][C:2]1[CH:3]=[C:4]([S:8][C:11]2[CH:16]=[CH:15][C:14]([CH2:17][C:18]([O:20][CH2:21][CH3:22])=[O:19])=[CH:13][CH:12]=2)[CH:5]=[CH:6][CH:7]=1.